From a dataset of Reaction yield outcomes from USPTO patents with 853,638 reactions. Predict the reaction yield, written as a fraction of the theoretical maximum amount of product (1.0 means a 100% yield; for example, 0.34 means a 34% yield). The reactants are [C:1]([O:4][CH2:5][C:6]1[C:7]([N:21]2[CH2:32][CH2:31][N:30]3[C:23](=[CH:24][C:25]4[CH2:26][C:27]([CH3:34])([CH3:33])[CH2:28][C:29]=43)[C:22]2=[O:35])=[N:8][CH:9]=[CH:10][C:11]=1[C:12]1[CH:17]=[C:16](Br)[C:15](=[O:19])[N:14]([CH3:20])[CH:13]=1)(=[O:3])[CH3:2].Cl.[CH3:37][C:38]1[S:42][N:41]=[C:40]([NH2:43])[CH:39]=1.C([O-])([O-])=O.[Cs+].[Cs+].CC1(C)C2C(=C(P(C3C=CC=CC=3)C3C=CC=CC=3)C=CC=2)OC2C(P(C3C=CC=CC=3)C3C=CC=CC=3)=CC=CC1=2. The catalyst is C1C=CC(/C=C/C(/C=C/C2C=CC=CC=2)=O)=CC=1.C1C=CC(/C=C/C(/C=C/C2C=CC=CC=2)=O)=CC=1.C1C=CC(/C=C/C(/C=C/C2C=CC=CC=2)=O)=CC=1.[Pd].[Pd].O1CCOCC1. The product is [C:1]([O:4][CH2:5][C:6]1[C:7]([N:21]2[CH2:32][CH2:31][N:30]3[C:23](=[CH:24][C:25]4[CH2:26][C:27]([CH3:34])([CH3:33])[CH2:28][C:29]=43)[C:22]2=[O:35])=[N:8][CH:9]=[CH:10][C:11]=1[C:12]1[CH:17]=[C:16]([NH:43][C:40]2[CH:39]=[C:38]([CH3:37])[S:42][N:41]=2)[C:15](=[O:19])[N:14]([CH3:20])[CH:13]=1)(=[O:3])[CH3:2]. The yield is 0.310.